The task is: Predict which catalyst facilitates the given reaction.. This data is from Catalyst prediction with 721,799 reactions and 888 catalyst types from USPTO. (1) Reactant: N1C=CC=CC=1.[O:7]([Si:15]([CH3:18])([CH3:17])[CH3:16])S(C(F)(F)F)(=O)=O.[CH2:19]([C:21](O)([CH2:52][CH3:53])[C:22]#[C:23][C:24]1[CH:29]=[CH:28][C:27]([C:30]([CH2:49][CH3:50])([C:33]2[CH:38]=[CH:37][C:36]([B:39]3[O:43][C:42]([CH3:45])([CH3:44])[C:41]([CH3:47])([CH3:46])[O:40]3)=[C:35]([CH3:48])[CH:34]=2)[CH2:31][CH3:32])=[CH:26][C:25]=1[CH3:51])[CH3:20].C(=O)(O)[O-].[Na+]. Product: [CH2:31]([C:30]([C:33]1[CH:38]=[CH:37][C:36]([B:39]2[O:40][C:41]([CH3:46])([CH3:47])[C:42]([CH3:45])([CH3:44])[O:43]2)=[C:35]([CH3:48])[CH:34]=1)([C:27]1[CH:28]=[CH:29][C:24]([C:23]#[C:22][C:21]([CH2:19][CH3:20])([O:7][Si:15]([CH3:18])([CH3:17])[CH3:16])[CH2:52][CH3:53])=[C:25]([CH3:51])[CH:26]=1)[CH2:49][CH3:50])[CH3:32]. The catalyst class is: 4. (2) Reactant: [Br-].[CH2:2]([N+:9]1[CH:14]=[CH:13][CH:12]=[C:11]([OH:15])[C:10]=1[C:16]1[CH:21]=[CH:20][CH:19]=[CH:18][CH:17]=1)[C:3]1[CH:8]=[CH:7][CH:6]=[CH:5][CH:4]=1.[C:22](#[N:25])[CH:23]=[CH2:24].C(N(CC)CC)C. Product: [CH2:2]([N:9]1[C@@H:14]2[C@H:23]([C:22]#[N:25])[CH2:24][C@@:10]1([C:16]1[CH:21]=[CH:20][CH:19]=[CH:18][CH:17]=1)[C:11](=[O:15])[CH:12]=[CH:13]2)[C:3]1[CH:4]=[CH:5][CH:6]=[CH:7][CH:8]=1. The catalyst class is: 12. (3) Reactant: [Cl:1][C:2]1[CH:3]=[CH:4][C:5]([N:8]2[CH:12]=[C:11]([CH:13]=O)[C:10]([CH:15]([CH3:17])[CH3:16])=[N:9]2)=[N:6][CH:7]=1.C(OP([CH2:26][C:27]([O:29][CH2:30][CH3:31])=[O:28])(OCC)=O)C.CN(C)C=O.[H-].[Na+]. Product: [Cl:1][C:2]1[CH:3]=[CH:4][C:5]([N:8]2[CH:12]=[C:11](/[CH:13]=[CH:26]/[C:27]([O:29][CH2:30][CH3:31])=[O:28])[C:10]([CH:15]([CH3:17])[CH3:16])=[N:9]2)=[N:6][CH:7]=1. The catalyst class is: 6. (4) Reactant: Cl[C:2]1[N:3]=[C:4]([NH:11][CH2:12][C:13]([F:16])([F:15])[F:14])[C:5]2[O:10][CH:9]=[CH:8][C:6]=2[N:7]=1.[CH3:17][Si:18]([CH3:34])([CH3:33])[CH2:19][CH2:20][O:21][CH2:22][N:23]1[C:31]2[C:26](=[CH:27][CH:28]=[C:29]([NH2:32])[CH:30]=2)[CH:25]=[N:24]1.CC(OC1C=CC=C(OC(C)C)C=1C1C(P(C2CCCCC2)C2CCCCC2)=CC=CC=1)C.C([O-])([O-])=O.[K+].[K+]. Product: [F:14][C:13]([F:16])([F:15])[CH2:12][NH:11][C:4]1[C:5]2[O:10][CH:9]=[CH:8][C:6]=2[N:7]=[C:2]([NH:32][C:29]2[CH:30]=[C:31]3[C:26]([CH:25]=[N:24][N:23]3[CH2:22][O:21][CH2:20][CH2:19][Si:18]([CH3:34])([CH3:33])[CH3:17])=[CH:27][CH:28]=2)[N:3]=1. The catalyst class is: 62. (5) Reactant: [CH2:1]([O:3][C:4](=[O:21])[CH:5]([O:18][CH2:19][CH3:20])[CH2:6][C:7]1[C:16]2[CH2:15][CH2:14][CH2:13][CH2:12][C:11]=2[C:10]([OH:17])=[CH:9][CH:8]=1)[CH3:2].Cl[CH2:23][C:24]1[N:25]=[C:26]([C:30]2[CH:35]=[CH:34][CH:33]=[CH:32][CH:31]=2)[O:27][C:28]=1[CH3:29].[H-].[Na+]. Product: [CH2:1]([O:3][C:4](=[O:21])[CH:5]([O:18][CH2:19][CH3:20])[CH2:6][C:7]1[C:16]2[CH2:15][CH2:14][CH2:13][CH2:12][C:11]=2[C:10]([O:17][CH2:23][C:24]2[N:25]=[C:26]([C:30]3[CH:35]=[CH:34][CH:33]=[CH:32][CH:31]=3)[O:27][C:28]=2[CH3:29])=[CH:9][CH:8]=1)[CH3:2]. The catalyst class is: 9. (6) The catalyst class is: 492. Reactant: Br[C:2]1[S:6][C:5]([C:7]([N:9]([CH2:11][C:12]2[CH:17]=[CH:16][CH:15]=[C:14]([OH:18])[CH:13]=2)[CH3:10])=[O:8])=[CH:4][CH:3]=1.[CH3:19][O:20][C:21]1[CH:26]=[CH:25][C:24](B(O)O)=[CH:23][CH:22]=1. Product: [OH:18][C:14]1[CH:13]=[C:12]([CH:17]=[CH:16][CH:15]=1)[CH2:11][N:9]([CH3:10])[C:7]([C:5]1[S:6][C:2]([C:24]2[CH:25]=[CH:26][C:21]([O:20][CH3:19])=[CH:22][CH:23]=2)=[CH:3][CH:4]=1)=[O:8]. (7) Reactant: [Br:1][C:2]1[CH:3]=[CH:4][C:5]([F:18])=[C:6]([C:8]2([CH2:13][C:14]3([OH:17])[CH2:16][CH2:15]3)OCC[O:9]2)[CH:7]=1.Cl. Product: [Br:1][C:2]1[CH:3]=[CH:4][C:5]([F:18])=[C:6]([C:8](=[O:9])[CH2:13][C:14]2([OH:17])[CH2:15][CH2:16]2)[CH:7]=1. The catalyst class is: 191.